Dataset: Peptide-MHC class I binding affinity with 185,985 pairs from IEDB/IMGT. Task: Regression. Given a peptide amino acid sequence and an MHC pseudo amino acid sequence, predict their binding affinity value. This is MHC class I binding data. (1) The peptide sequence is TPKPAVRFAI. The MHC is HLA-A31:01 with pseudo-sequence HLA-A31:01. The binding affinity (normalized) is 0.114. (2) The peptide sequence is INLKSDLVQW. The MHC is Mamu-B17 with pseudo-sequence Mamu-B17. The binding affinity (normalized) is 0.364. (3) The peptide sequence is STSRSYMSF. The MHC is HLA-B40:01 with pseudo-sequence HLA-B40:01. The binding affinity (normalized) is 0.0847. (4) The peptide sequence is RYQATGFGT. The MHC is HLA-A24:02 with pseudo-sequence HLA-A24:02. The binding affinity (normalized) is 0. (5) The peptide sequence is KEALAPVPI. The MHC is Mamu-B01 with pseudo-sequence Mamu-B01. The binding affinity (normalized) is 0. (6) The peptide sequence is FATCGIFAL. The MHC is Mamu-B17 with pseudo-sequence Mamu-B17. The binding affinity (normalized) is 0.308. (7) The peptide sequence is FMVYVPLPA. The MHC is HLA-A29:02 with pseudo-sequence HLA-A29:02. The binding affinity (normalized) is 0.666. (8) The peptide sequence is GPGHKARVL. The MHC is HLA-A24:02 with pseudo-sequence HLA-A24:02. The binding affinity (normalized) is 0.